From a dataset of Catalyst prediction with 721,799 reactions and 888 catalyst types from USPTO. Predict which catalyst facilitates the given reaction. Reactant: [OH:1][C@H:2]1[CH2:6][CH2:5][C@@H:4]([C:7]([NH:9][C@H:10]([CH3:21])[C:11]([O:13]CC2C=CC=CC=2)=[O:12])=[O:8])[CH2:3]1. Product: [OH:1][C@H:2]1[CH2:6][CH2:5][C@@H:4]([C:7]([NH:9][C@H:10]([CH3:21])[C:11]([OH:13])=[O:12])=[O:8])[CH2:3]1. The catalyst class is: 19.